This data is from Full USPTO retrosynthesis dataset with 1.9M reactions from patents (1976-2016). The task is: Predict the reactants needed to synthesize the given product. (1) Given the product [CH3:9][O:8][C:5]1[N:6]=[CH:7][C:2]([C:22]2([OH:25])[CH2:23][CH2:24][C:19]3([O:18][CH2:17][CH2:16][O:15]3)[CH2:20][CH2:21]2)=[CH:3][CH:4]=1, predict the reactants needed to synthesize it. The reactants are: Br[C:2]1[CH:3]=[CH:4][C:5]([O:8][CH3:9])=[N:6][CH:7]=1.[Li]CCCC.[O:15]1[C:19]2([CH2:24][CH2:23][C:22](=[O:25])[CH2:21][CH2:20]2)[O:18][CH2:17][CH2:16]1. (2) The reactants are: [C:1]1([NH2:8])[C:2]([NH2:7])=[CH:3][CH:4]=[CH:5][CH:6]=1.CS[C:11]([S:21][CH3:22])=[C:12]([C:15]1[N:20]=[CH:19][CH:18]=[CH:17][N:16]=1)[C:13]#[N:14]. Given the product [NH:7]1[C:2]2[CH:3]=[CH:4][CH:5]=[CH:6][C:1]=2[NH:8][C:11]1=[C:12]([C:15]1[N:20]=[CH:19][CH:18]=[CH:17][N:16]=1)[C:13]#[N:14].[S:21]1[C:22]2[CH:4]=[CH:5][CH:6]=[CH:1][C:2]=2[NH:7][C:11]1=[C:12]([C:15]1[N:20]=[CH:19][CH:18]=[CH:17][N:16]=1)[C:13]#[N:14], predict the reactants needed to synthesize it.